This data is from TCR-epitope binding with 47,182 pairs between 192 epitopes and 23,139 TCRs. The task is: Binary Classification. Given a T-cell receptor sequence (or CDR3 region) and an epitope sequence, predict whether binding occurs between them. (1) The epitope is YIFFASFYY. The TCR CDR3 sequence is CASSLGEKLFF. Result: 0 (the TCR does not bind to the epitope). (2) The epitope is YLQPRTFLL. The TCR CDR3 sequence is CASSKQGESNSPLHF. Result: 0 (the TCR does not bind to the epitope).